This data is from NCI-60 drug combinations with 297,098 pairs across 59 cell lines. The task is: Regression. Given two drug SMILES strings and cell line genomic features, predict the synergy score measuring deviation from expected non-interaction effect. (1) Drug 1: CC(CN1CC(=O)NC(=O)C1)N2CC(=O)NC(=O)C2. Drug 2: C1CC(C1)(C(=O)O)C(=O)O.[NH2-].[NH2-].[Pt+2]. Cell line: NCI-H460. Synergy scores: CSS=64.0, Synergy_ZIP=-1.10, Synergy_Bliss=-0.506, Synergy_Loewe=3.79, Synergy_HSA=6.24. (2) Drug 1: CCC1(CC2CC(C3=C(CCN(C2)C1)C4=CC=CC=C4N3)(C5=C(C=C6C(=C5)C78CCN9C7C(C=CC9)(C(C(C8N6C=O)(C(=O)OC)O)OC(=O)C)CC)OC)C(=O)OC)O.OS(=O)(=O)O. Drug 2: CC1=C(C(=O)C2=C(C1=O)N3CC4C(C3(C2COC(=O)N)OC)N4)N. Cell line: NCI-H226. Synergy scores: CSS=3.14, Synergy_ZIP=-3.04, Synergy_Bliss=-1.50, Synergy_Loewe=-4.34, Synergy_HSA=-4.27. (3) Drug 1: CNC(=O)C1=CC=CC=C1SC2=CC3=C(C=C2)C(=NN3)C=CC4=CC=CC=N4. Drug 2: CCC1(CC2CC(C3=C(CCN(C2)C1)C4=CC=CC=C4N3)(C5=C(C=C6C(=C5)C78CCN9C7C(C=CC9)(C(C(C8N6C)(C(=O)OC)O)OC(=O)C)CC)OC)C(=O)OC)O.OS(=O)(=O)O. Cell line: K-562. Synergy scores: CSS=71.3, Synergy_ZIP=-0.302, Synergy_Bliss=-1.20, Synergy_Loewe=-4.33, Synergy_HSA=-0.138. (4) Drug 1: CN(C)C1=NC(=NC(=N1)N(C)C)N(C)C. Cell line: UACC-257. Synergy scores: CSS=-2.91, Synergy_ZIP=2.25, Synergy_Bliss=1.79, Synergy_Loewe=-4.52, Synergy_HSA=-3.25. Drug 2: CC(C1=C(C=CC(=C1Cl)F)Cl)OC2=C(N=CC(=C2)C3=CN(N=C3)C4CCNCC4)N.